From a dataset of Full USPTO retrosynthesis dataset with 1.9M reactions from patents (1976-2016). Predict the reactants needed to synthesize the given product. (1) Given the product [C:10]([NH:14][C:15]1[C:16]([CH3:35])=[N:17][C:18]2[C:23](=[C:22]([C:25]3[NH:33][C:32]4[CH2:31][CH2:30][N:29]=[C:6]([O:7][CH3:9])[C:27]=4[CH:26]=3)[CH:21]=[CH:20][CH:19]=2)[N:24]=1)([CH3:11])([CH3:13])[CH3:12], predict the reactants needed to synthesize it. The reactants are: F[B-](F)(F)F.[CH3:6][O+:7]([CH3:9])C.[C:10]([NH:14][C:15]1[C:16]([CH3:35])=[N:17][C:18]2[C:23]([N:24]=1)=[C:22]([C:25]1[NH:33][C:32]3[CH2:31][CH2:30][NH:29]C(=O)[C:27]=3[CH:26]=1)[CH:21]=[CH:20][CH:19]=2)([CH3:13])([CH3:12])[CH3:11].CO. (2) The reactants are: Br[C:2]1[N:7]=[C:6]([O:8][CH:9]2[CH2:14][CH2:13][N:12]([C:15]([O:17][C:18]([CH3:21])([CH3:20])[CH3:19])=[O:16])[CH2:11][CH2:10]2)[C:5]([N:22]([CH3:24])[CH3:23])=[N:4][CH:3]=1.[N:25]1[CH:30]=[CH:29][C:28](B(O)O)=[CH:27][CH:26]=1. Given the product [CH3:23][N:22]([CH3:24])[C:5]1[C:6]([O:8][CH:9]2[CH2:14][CH2:13][N:12]([C:15]([O:17][C:18]([CH3:21])([CH3:20])[CH3:19])=[O:16])[CH2:11][CH2:10]2)=[N:7][C:2]([C:28]2[CH:29]=[CH:30][N:25]=[CH:26][CH:27]=2)=[CH:3][N:4]=1, predict the reactants needed to synthesize it. (3) The reactants are: [N+:1]([C:4]1[CH:53]=[CH:52][C:7]([C:8]([O:10][C@H:11]2[C:15]3[N:16]=[CH:17][N:18]=[C:19]([N:20]4[C:40]5[C:35](=[C:36]([CH2:42][NH:43][C:44]([O:46][C:47]([CH3:50])([CH3:49])[CH3:48])=[O:45])[C:37]([Cl:41])=[CH:38][CH:39]=5)[C:22]5([CH2:27][CH2:26][N:25](CC6C=CC=CC=6)[CH2:24][CH2:23]5)[CH2:21]4)[C:14]=3[C@H:13]([CH3:51])[CH2:12]2)=[O:9])=[CH:6][CH:5]=1)([O-:3])=[O:2].C(Cl)(=O)OC(Cl)C.C(Cl)Cl.[CH3:76][C:75]([O:74][C:72](O[C:72]([O:74][C:75]([CH3:78])([CH3:77])[CH3:76])=[O:73])=[O:73])([CH3:78])[CH3:77]. Given the product [C:47]([O:46][C:44]([NH:43][CH2:42][C:36]1[C:37]([Cl:41])=[CH:38][CH:39]=[C:40]2[N:20]([C:19]3[C:14]4[C@H:13]([CH3:51])[CH2:12][C@@H:11]([O:10][C:8](=[O:9])[C:7]5[CH:52]=[CH:53][C:4]([N+:1]([O-:3])=[O:2])=[CH:5][CH:6]=5)[C:15]=4[N:16]=[CH:17][N:18]=3)[CH2:21][C:22]3([CH2:27][CH2:26][N:25]([C:72]([O:74][C:75]([CH3:76])([CH3:77])[CH3:78])=[O:73])[CH2:24][CH2:23]3)[C:35]=12)=[O:45])([CH3:48])([CH3:49])[CH3:50], predict the reactants needed to synthesize it.